From a dataset of NCI-60 drug combinations with 297,098 pairs across 59 cell lines. Regression. Given two drug SMILES strings and cell line genomic features, predict the synergy score measuring deviation from expected non-interaction effect. (1) Drug 1: C1=CC=C(C=C1)NC(=O)CCCCCCC(=O)NO. Drug 2: CCN(CC)CCCC(C)NC1=C2C=C(C=CC2=NC3=C1C=CC(=C3)Cl)OC. Cell line: NCIH23. Synergy scores: CSS=25.5, Synergy_ZIP=-5.76, Synergy_Bliss=3.06, Synergy_Loewe=-3.85, Synergy_HSA=2.79. (2) Drug 1: C1CC(=O)NC(=O)C1N2CC3=C(C2=O)C=CC=C3N. Drug 2: C(CC(=O)O)C(=O)CN.Cl. Cell line: SNB-75. Synergy scores: CSS=7.85, Synergy_ZIP=1.73, Synergy_Bliss=-2.99, Synergy_Loewe=1.71, Synergy_HSA=0.694. (3) Drug 1: C1=NC2=C(N=C(N=C2N1C3C(C(C(O3)CO)O)F)Cl)N. Drug 2: CC(C)(C#N)C1=CC(=CC(=C1)CN2C=NC=N2)C(C)(C)C#N. Cell line: NCI-H460. Synergy scores: CSS=1.56, Synergy_ZIP=1.37, Synergy_Bliss=1.01, Synergy_Loewe=-2.86, Synergy_HSA=-3.51. (4) Drug 1: CC1C(C(CC(O1)OC2CC(CC3=C2C(=C4C(=C3O)C(=O)C5=C(C4=O)C(=CC=C5)OC)O)(C(=O)C)O)N)O.Cl. Drug 2: CC12CCC3C(C1CCC2O)C(CC4=C3C=CC(=C4)O)CCCCCCCCCS(=O)CCCC(C(F)(F)F)(F)F. Cell line: UO-31. Synergy scores: CSS=10.2, Synergy_ZIP=-3.76, Synergy_Bliss=-2.49, Synergy_Loewe=-2.85, Synergy_HSA=-0.936. (5) Drug 1: CC1=C(C=C(C=C1)NC(=O)C2=CC=C(C=C2)CN3CCN(CC3)C)NC4=NC=CC(=N4)C5=CN=CC=C5. Drug 2: CCN(CC)CCCC(C)NC1=C2C=C(C=CC2=NC3=C1C=CC(=C3)Cl)OC. Cell line: NCI/ADR-RES. Synergy scores: CSS=7.92, Synergy_ZIP=-3.28, Synergy_Bliss=-0.0924, Synergy_Loewe=-9.77, Synergy_HSA=-1.52. (6) Drug 1: C1=NC2=C(N=C(N=C2N1C3C(C(C(O3)CO)O)O)F)N. Drug 2: C1CN(P(=O)(OC1)NCCCl)CCCl. Cell line: UACC-257. Synergy scores: CSS=-5.35, Synergy_ZIP=1.14, Synergy_Bliss=-3.06, Synergy_Loewe=-5.48, Synergy_HSA=-5.48.